Predict the product of the given reaction. From a dataset of Forward reaction prediction with 1.9M reactions from USPTO patents (1976-2016). (1) Given the reactants [NH2:1][CH2:2][C:3]([O:5][C:6]([CH3:9])([CH3:8])[CH3:7])=[O:4].[CH3:10][C:11]([CH3:16])([CH3:15])[CH2:12][CH:13]=O.O, predict the reaction product. The product is: [CH3:10][C:11]([CH3:16])([CH3:15])[CH2:12]/[CH:13]=[N:1]/[CH2:2][C:3]([O:5][C:6]([CH3:9])([CH3:8])[CH3:7])=[O:4]. (2) Given the reactants C[O:2][C:3](=O)[C:4]1[CH:9]=[C:8]([N:10]2[CH2:14][CH2:13][N:12]([C:15]3[CH:16]=[N:17][CH:18]=[CH:19][C:20]=3[CH3:21])[C:11]2=[O:22])[CH:7]=[CH:6][C:5]=1F.O.[NH2:26][NH2:27].CO, predict the reaction product. The product is: [CH3:21][C:20]1[CH:19]=[CH:18][N:17]=[CH:16][C:15]=1[N:12]1[CH2:13][CH2:14][N:10]([C:8]2[CH:9]=[C:4]3[C:5](=[CH:6][CH:7]=2)[NH:27][NH:26][C:3]3=[O:2])[C:11]1=[O:22].